Dataset: NCI-60 drug combinations with 297,098 pairs across 59 cell lines. Task: Regression. Given two drug SMILES strings and cell line genomic features, predict the synergy score measuring deviation from expected non-interaction effect. (1) Drug 1: C1CC(=O)NC(=O)C1N2CC3=C(C2=O)C=CC=C3N. Drug 2: N.N.Cl[Pt+2]Cl. Cell line: RPMI-8226. Synergy scores: CSS=11.7, Synergy_ZIP=4.71, Synergy_Bliss=11.1, Synergy_Loewe=1.64, Synergy_HSA=1.89. (2) Drug 1: CN(C)C1=NC(=NC(=N1)N(C)C)N(C)C. Drug 2: C1=CN(C=N1)CC(O)(P(=O)(O)O)P(=O)(O)O. Cell line: SR. Synergy scores: CSS=8.93, Synergy_ZIP=-4.02, Synergy_Bliss=-5.40, Synergy_Loewe=1.52, Synergy_HSA=-1.03.